Dataset: Reaction yield outcomes from USPTO patents with 853,638 reactions. Task: Predict the reaction yield, written as a fraction of the theoretical maximum amount of product (1.0 means a 100% yield; for example, 0.34 means a 34% yield). (1) The reactants are [CH2:1]1[C:10]2[CH:9]=[CH:8][CH:7]=[C:6]([OH:11])[C:5]=2[CH2:4][CH2:3][NH:2]1.C([O-])([O-])=O.[Na+].[Na+].[CH3:18][C:19]([O:22][C:23](O[C:23]([O:22][C:19]([CH3:21])([CH3:20])[CH3:18])=[O:24])=[O:24])([CH3:21])[CH3:20]. The catalyst is CN(C=O)C. The product is [OH:11][C:6]1[CH:7]=[CH:8][CH:9]=[C:10]2[C:5]=1[CH2:4][CH2:3][N:2]([C:23]([O:22][C:19]([CH3:21])([CH3:20])[CH3:18])=[O:24])[CH2:1]2. The yield is 0.910. (2) The reactants are C([N:8](C(OC(C)(C)C)=O)[C:9]1[N:17]=[CH:16][N:15]=[C:14]2[C:10]=1[NH:11][CH:12]=[N:13]2)(OC(C)(C)C)=O.[CH:25]1[CH:26]=[CH:27][C:28]([CH2:31][C@H:32]([NH2:47])[C:33]([NH:35][C@H:36]([C:44]([NH2:46])=[O:45])[CH2:37][C:38]2[CH:39]=[CH:40][CH:41]=[CH:42][CH:43]=2)=[O:34])=[CH:29][CH:30]=1. The catalyst is FC(F)(F)C(O)=O.O. The product is [N:17]1[C:9]([NH2:8])=[C:10]2[C:14]([N:13]=[CH:12][NH:11]2)=[N:15][CH:16]=1.[CH:25]1[CH:26]=[CH:27][C:28]([CH2:31][C@H:32]([NH2:47])[C:33]([NH:35][C@H:36]([C:44]([NH2:46])=[O:45])[CH2:37][C:38]2[CH:43]=[CH:42][CH:41]=[CH:40][CH:39]=2)=[O:34])=[CH:29][CH:30]=1. The yield is 0.730. (3) No catalyst specified. The reactants are [Cl:1][C:2]1[CH:3]=[C:4]([C:9]2[CH:14]=[CH:13][C:12]([C:15]3[N:16]=[C:17](/[CH:20]=[CH:21]/[C:22]4[CH:27]=[CH:26][C:25]([O:28][CH3:29])=[CH:24][CH:23]=4)[NH:18][CH:19]=3)=[CH:11][CH:10]=2)[CH:5]=[C:6]([Cl:8])[CH:7]=1.Br[CH2:31][CH3:32]. The yield is 0.890. The product is [Cl:1][C:2]1[CH:3]=[C:4]([C:9]2[CH:14]=[CH:13][C:12]([C:15]3[N:16]=[C:17](/[CH:20]=[CH:21]/[C:22]4[CH:23]=[CH:24][C:25]([O:28][CH3:29])=[CH:26][CH:27]=4)[N:18]([CH2:31][CH3:32])[CH:19]=3)=[CH:11][CH:10]=2)[CH:5]=[C:6]([Cl:8])[CH:7]=1. (4) The reactants are [C:1]([O:5][C:6]([NH:8][CH2:9][C:10]1[CH:18]=[CH:17][C:13]([C:14]([OH:16])=O)=[CH:12][CH:11]=1)=[O:7])([CH3:4])([CH3:3])[CH3:2].C(N1C=CN=C1)(N1C=CN=C1)=O.[NH2:31][CH2:32][CH2:33][OH:34].C(=O)([O-])O.[Na+]. The catalyst is C(Cl)Cl.O. The product is [OH:34][CH2:33][CH2:32][NH:31][C:14]([C:13]1[CH:12]=[CH:11][C:10]([CH2:9][NH:8][C:6](=[O:7])[O:5][C:1]([CH3:2])([CH3:3])[CH3:4])=[CH:18][CH:17]=1)=[O:16]. The yield is 0.950. (5) The reactants are [CH3:1][NH:2][C:3]([C:5]1[CH:9]=[CH:8][NH:7][CH:6]=1)=[O:4].[H-].[Na+].[CH3:12][C:13]([C:17]1[N:21]([CH2:22][CH:23]2[CH2:28][CH2:27][O:26][CH2:25][CH2:24]2)[C:20]2[CH:29]=[CH:30][C:31]([S:33](Cl)(=[O:35])=[O:34])=[CH:32][C:19]=2[N:18]=1)([CH3:16])[CH2:14][CH3:15]. The catalyst is C1COCC1. The product is [CH3:16][C:13]([C:17]1[N:21]([CH2:22][CH:23]2[CH2:24][CH2:25][O:26][CH2:27][CH2:28]2)[C:20]2[CH:29]=[CH:30][C:31]([S:33]([N:7]3[CH:8]=[CH:9][C:5]([C:3]([NH:2][CH3:1])=[O:4])=[CH:6]3)(=[O:35])=[O:34])=[CH:32][C:19]=2[N:18]=1)([CH3:12])[CH2:14][CH3:15]. The yield is 0.620. (6) The reactants are Br[C:2]1[CH:7]=[CH:6][C:5]([OH:8])=[C:4]([O:9][CH3:10])[CH:3]=1.C1(C)C=CC(S([O-])(=O)=O)=CC=1.[NH+]1C=CC=CC=1.[O:28]1[CH:33]=[CH:32][CH2:31][CH2:30][CH2:29]1. The catalyst is ClCCl. The product is [CH3:10][O:9][C:4]1[CH:3]=[CH:2][CH:7]=[CH:6][C:5]=1[O:8][CH:33]1[CH2:32][CH2:31][CH2:30][CH2:29][O:28]1. The yield is 0.844. (7) The reactants are [Cl:1][C:2]1[C:10]2[N:9]=[C:8]3[N:11]([C:15]4[C:16]([CH3:23])=[N:17][C:18]([O:21][CH3:22])=[CH:19][CH:20]=4)[CH2:12][CH2:13][CH2:14][N:7]3[C:6]=2[C:5]([CH2:24][C:25]#[N:26])=[CH:4][CH:3]=1.[CH2:27](I)[CH3:28].CC(C)([O-])C.[K+]. The catalyst is O1CCCC1. The yield is 0.820. The product is [Cl:1][C:2]1[C:10]2[N:9]=[C:8]3[N:11]([C:15]4[C:16]([CH3:23])=[N:17][C:18]([O:21][CH3:22])=[CH:19][CH:20]=4)[CH2:12][CH2:13][CH2:14][N:7]3[C:6]=2[C:5]([CH:24]([CH2:27][CH3:28])[C:25]#[N:26])=[CH:4][CH:3]=1.